This data is from Full USPTO retrosynthesis dataset with 1.9M reactions from patents (1976-2016). The task is: Predict the reactants needed to synthesize the given product. (1) Given the product [Br:1][C:2]1[CH:3]=[C:4]([O:9][CH2:11][CH2:12][O:13][CH3:14])[CH:5]=[CH:6][C:7]=1[CH3:8], predict the reactants needed to synthesize it. The reactants are: [Br:1][C:2]1[CH:3]=[C:4]([OH:9])[CH:5]=[CH:6][C:7]=1[CH3:8].Br[CH2:11][CH2:12][O:13][CH3:14]. (2) Given the product [C:18]([CH:15]1[CH2:14][CH2:13][N:12]([C:10]([C@H:9]([NH:8][C:3]([C:2]2[C:26]3[C:27](=[N:29][CH:33]=[C:32]([C:42]4[CH:41]=[C:40]([O:39][CH3:38])[C:45]([O:46][CH3:47])=[C:44]([O:48][CH3:49])[CH:43]=4)[N:25]=3)[NH:55][CH:53]=2)=[O:5])[C:20]([CH3:23])([CH3:22])[CH3:21])=[O:11])[CH2:17][CH2:16]1)#[N:19], predict the reactants needed to synthesize it. The reactants are: F[C:2](F)(F)[C:3]([OH:5])=O.[NH2:8][C@H:9]([C:20]([CH3:23])([CH3:22])[CH3:21])[C:10]([N:12]1[CH2:17][CH2:16][CH:15]([C:18]#[N:19])[CH2:14][CH2:13]1)=[O:11].Cl.[NH2:25][C@H:26](C(C)(C)C)[C:27]([N:29]1[CH2:33][CH2:32]CC1)=O.[CH3:38][O:39][C:40]1[CH:41]=[C:42](B(O)O)[CH:43]=[C:44]([O:48][CH3:49])[C:45]=1[O:46][CH3:47].[CH2:53]([N:55]1C=C(B2OC(C)(C)C(C)(C)O2)C=N1)C.